This data is from Forward reaction prediction with 1.9M reactions from USPTO patents (1976-2016). The task is: Predict the product of the given reaction. Given the reactants Br[C:2]1[N:7]=[CH:6][C:5]([C:8]([N:10]2[CH2:15][CH2:14][N:13]([C:16]3[C:21]([CH:22]4[CH2:24][CH2:23]4)=[CH:20][C:19]([CH:25]4[CH2:27][CH2:26]4)=[CH:18][N:17]=3)[CH2:12][CH2:11]2)=[O:9])=[CH:4][CH:3]=1.[O:28]1[CH2:32][CH2:31][NH:30][C:29]1=[O:33], predict the reaction product. The product is: [CH:22]1([C:21]2[C:16]([N:13]3[CH2:14][CH2:15][N:10]([C:8]([C:5]4[CH:4]=[CH:3][C:2]([N:30]5[CH2:31][CH2:32][O:28][C:29]5=[O:33])=[N:7][CH:6]=4)=[O:9])[CH2:11][CH2:12]3)=[N:17][CH:18]=[C:19]([CH:25]3[CH2:27][CH2:26]3)[CH:20]=2)[CH2:24][CH2:23]1.